Dataset: Catalyst prediction with 721,799 reactions and 888 catalyst types from USPTO. Task: Predict which catalyst facilitates the given reaction. (1) Reactant: [CH:1]1([C:4]([NH:6][C:7]2[C:8]([CH3:43])=[C:9]([CH:40]=[CH:41][CH:42]=2)[O:10][C:11]2[C:12]([C:28]([NH:30]CC3C=CC(OC)=CC=3)=[O:29])=[C:13]([NH:19][C:20]3[CH:25]=[CH:24][C:23]([I:26])=[CH:22][C:21]=3[F:27])[N:14]([CH3:18])[C:15](=[O:17])[CH:16]=2)=[O:5])[CH2:3][CH2:2]1.[Cl-].[Al+3].[Cl-].[Cl-].O.Cl. Product: [CH:1]1([C:4]([NH:6][C:7]2[C:8]([CH3:43])=[C:9]([CH:40]=[CH:41][CH:42]=2)[O:10][C:11]2[C:12]([C:28]([NH2:30])=[O:29])=[C:13]([NH:19][C:20]3[CH:25]=[CH:24][C:23]([I:26])=[CH:22][C:21]=3[F:27])[N:14]([CH3:18])[C:15](=[O:17])[CH:16]=2)=[O:5])[CH2:3][CH2:2]1. The catalyst class is: 520. (2) Reactant: [Cl:1][C:2]1[CH:24]=[C:23]([Cl:25])[C:22]([C:26]2[CH:31]=[CH:30][CH:29]=[CH:28][N:27]=2)=[CH:21][C:3]=1[C:4]([NH:6][C:7]1[N:11]([C:12]2[CH:17]=[CH:16][CH:15]=[CH:14][CH:13]=2)[N:10]=[C:9]([C:18](O)=[O:19])[CH:8]=1)=[O:5].CCN(C(C)C)C(C)C.F[P-](F)(F)(F)(F)F.N1C2C(=NC=CC=2)N(OC(N(C)C)=[N+](C)C)N=1.Cl.[NH:66]1[CH:70]=[C:69]([CH2:71][NH2:72])[CH:68]=[N:67]1. Product: [NH:66]1[CH:70]=[C:69]([CH2:71][NH:72][C:18]([C:9]2[CH:8]=[C:7]([NH:6][C:4](=[O:5])[C:3]3[CH:21]=[C:22]([C:26]4[CH:31]=[CH:30][CH:29]=[CH:28][N:27]=4)[C:23]([Cl:25])=[CH:24][C:2]=3[Cl:1])[N:11]([C:12]3[CH:13]=[CH:14][CH:15]=[CH:16][CH:17]=3)[N:10]=2)=[O:19])[CH:68]=[N:67]1. The catalyst class is: 39. (3) Reactant: [CH:1]1([C:4]2[CH:5]=[N:6][N:7]([C:11]3[C:16]([Cl:17])=[CH:15][CH:14]=[CH:13][C:12]=3[Cl:18])[C:8]=2[CH2:9]O)[CH2:3][CH2:2]1.C(Br)(Br)(Br)[Br:20].C1C=CC(P(C2C=CC=CC=2)C2C=CC=CC=2)=CC=1. Product: [Br:20][CH2:9][C:8]1[N:7]([C:11]2[C:16]([Cl:17])=[CH:15][CH:14]=[CH:13][C:12]=2[Cl:18])[N:6]=[CH:5][C:4]=1[CH:1]1[CH2:3][CH2:2]1. The catalyst class is: 2.